From a dataset of Forward reaction prediction with 1.9M reactions from USPTO patents (1976-2016). Predict the product of the given reaction. (1) Given the reactants [NH2:1][C:2]1[N:6]([C:7]2[CH:8]=[C:9]([CH:16]=[CH:17][C:18]=2[CH3:19])[C:10]([NH:12][CH:13]2[CH2:15][CH2:14]2)=[O:11])[N:5]=[CH:4][C:3]=1[C:20](=[O:28])[C:21]1[CH:26]=[CH:25][CH:24]=[C:23](I)[CH:22]=1.[C:29]([Cu])#[N:30], predict the reaction product. The product is: [NH2:1][C:2]1[N:6]([C:7]2[CH:8]=[C:9]([CH:16]=[CH:17][C:18]=2[CH3:19])[C:10]([NH:12][CH:13]2[CH2:15][CH2:14]2)=[O:11])[N:5]=[CH:4][C:3]=1[C:20](=[O:28])[C:21]1[CH:26]=[CH:25][CH:24]=[C:23]([C:29]#[N:30])[CH:22]=1. (2) Given the reactants [Br:1][C:2]1[CH:7]=[CH:6][C:5]([OH:8])=[CH:4][C:3]=1[CH3:9].[C:10]12(O)[CH2:19][CH:14]3[CH2:15][CH:16]([CH2:18][CH:12]([CH2:13]3)[CH2:11]1)[CH2:17]2.CS(O)(=O)=O, predict the reaction product. The product is: [C:10]12([C:6]3[CH:7]=[C:2]([Br:1])[C:3]([CH3:9])=[CH:4][C:5]=3[OH:8])[CH2:19][CH:14]3[CH2:15][CH:16]([CH2:18][CH:12]([CH2:13]3)[CH2:11]1)[CH2:17]2. (3) Given the reactants [CH2:1]([N:3]([C:7]1[C:11]2[CH:12]=[N:13][C:14]([NH:16][C:17]([NH:19][C@@H:20]([C:22]3[CH:27]=[CH:26][CH:25]=[CH:24][CH:23]=3)[CH3:21])=[O:18])=[CH:15][C:10]=2[NH:9][N:8]=1)C(=O)C)[CH3:2].[B-](F)(F)(F)[F:29].[B-](F)(F)(F)F.C1[N+]2(CCl)CC[N+](F)(CC2)C1, predict the reaction product. The product is: [CH2:1]([NH:3][C:7]1[C:11]2[CH:12]=[N:13][C:14]([NH:16][C:17]([NH:19][C@@H:20]([C:22]3[CH:27]=[CH:26][CH:25]=[CH:24][CH:23]=3)[CH3:21])=[O:18])=[C:15]([F:29])[C:10]=2[NH:9][N:8]=1)[CH3:2]. (4) Given the reactants [NH2:1][C:2]1[CH:3]=[CH:4][C:5]2[CH2:9][O:8][B:7]([OH:10])[C:6]=2[CH:11]=1.[F:12][C:13]1[CH:14]=[C:15]([S:21](Cl)(=[O:23])=[O:22])[CH:16]=[CH:17][C:18]=1[O:19][CH3:20], predict the reaction product. The product is: [F:12][C:13]1[CH:14]=[C:15]([S:21]([NH:1][C:2]2[CH:3]=[CH:4][C:5]3[CH2:9][O:8][B:7]([OH:10])[C:6]=3[CH:11]=2)(=[O:23])=[O:22])[CH:16]=[CH:17][C:18]=1[O:19][CH3:20]. (5) Given the reactants [CH2:1]([O:3][C:4](=[O:28])[C@@H:5]([CH2:12][C:13]1[C:14]([CH2:23][O:24][C:25](=[O:27])[CH3:26])=[C:15]2[C:19](=[C:20](Br)[CH:21]=1)[NH:18][N:17]=[CH:16]2)[CH2:6][C:7]([O:9][CH2:10][CH3:11])=[O:8])[CH3:2].[CH3:29][Sn](C)(C)C, predict the reaction product. The product is: [CH2:1]([O:3][C:4](=[O:28])[C@@H:5]([CH2:12][C:13]1[C:14]([CH2:23][O:24][C:25](=[O:27])[CH3:26])=[C:15]2[C:19](=[C:20]([CH3:29])[CH:21]=1)[NH:18][N:17]=[CH:16]2)[CH2:6][C:7]([O:9][CH2:10][CH3:11])=[O:8])[CH3:2]. (6) Given the reactants [CH2:1]([C:8]1[C:9](=O)[NH:10][C:11]2[C:16]([CH:17]=1)=[CH:15][C:14]([Br:18])=[CH:13][CH:12]=2)[C:2]1[CH:7]=[CH:6][CH:5]=[CH:4][CH:3]=1.P(Cl)(Cl)([Cl:22])=O.C(=O)(O)[O-].[Na+], predict the reaction product. The product is: [CH2:1]([C:8]1[C:9]([Cl:22])=[N:10][C:11]2[C:16]([CH:17]=1)=[CH:15][C:14]([Br:18])=[CH:13][CH:12]=2)[C:2]1[CH:7]=[CH:6][CH:5]=[CH:4][CH:3]=1. (7) Given the reactants C(NC(C)C)(C)C.C([Li])CCC.[CH:13]1([C:16]([CH3:23])([CH3:22])[CH2:17][C:18]([O:20][CH3:21])=[O:19])[CH2:15][CH2:14]1.[Cl-].[NH4+].C1C[O:29]CC1, predict the reaction product. The product is: [OH:29][CH:17]([C:16]([CH:13]1[CH2:15][CH2:14]1)([CH3:23])[CH3:22])[C:18]([O:20][CH3:21])=[O:19]. (8) Given the reactants Br[C:2]1[C:10]2[N:9]3[CH2:11][CH2:12][NH:13][C:14](=[O:15])[C:8]3=[CH:7][C:6]=2[CH:5]=[C:4]([F:16])[CH:3]=1.B(O)(O)[C:18]1[CH:19]=[CH:20][C:21]([CH3:24])=[CH:22][CH:23]=1, predict the reaction product. The product is: [F:16][C:4]1[CH:3]=[C:2]([C:18]2[CH:23]=[CH:22][C:21]([CH3:24])=[CH:20][CH:19]=2)[C:10]2[N:9]3[CH2:11][CH2:12][NH:13][C:14](=[O:15])[C:8]3=[CH:7][C:6]=2[CH:5]=1. (9) Given the reactants [NH:1]1[C:9]2[C:4](=[CH:5][CH:6]=[C:7]([NH:10][C:11](=[O:55])[C@@H:12]([NH:37][C:38]([C@H:40]3[CH2:45][CH2:44][C@H:43]([CH2:46][NH:47]C(=O)OC(C)(C)C)[CH2:42][CH2:41]3)=[O:39])[CH2:13][C:14]3[CH:19]=[CH:18][C:17]([C:20]4[CH:25]=[CH:24][C:23]([C:26](=[O:35])[NH:27][CH:28]5[CH2:33][CH2:32][CH2:31][NH:30][C:29]5=[O:34])=[CH:22][C:21]=4[CH3:36])=[CH:16][CH:15]=3)[CH:8]=2)[CH:3]=[N:2]1.[ClH:56], predict the reaction product. The product is: [ClH:56].[NH2:47][CH2:46][C@H:43]1[CH2:44][CH2:45][C@H:40]([C:38]([NH:37][C@H:12]([C:11]([NH:10][C:7]2[CH:8]=[C:9]3[C:4]([CH:3]=[N:2][NH:1]3)=[CH:5][CH:6]=2)=[O:55])[CH2:13][C:14]2[CH:15]=[CH:16][C:17]([C:20]3[CH:25]=[CH:24][C:23]([C:26]([NH:27][CH:28]4[CH2:33][CH2:32][CH2:31][NH:30][C:29]4=[O:34])=[O:35])=[CH:22][C:21]=3[CH3:36])=[CH:18][CH:19]=2)=[O:39])[CH2:41][CH2:42]1.